From a dataset of Forward reaction prediction with 1.9M reactions from USPTO patents (1976-2016). Predict the product of the given reaction. (1) The product is: [F:1][C:2]1[C:11]2[C:10]([F:12])=[C:9]([NH:23][NH2:24])[C:8]([F:14])=[C:7]([F:15])[CH2:19][C:20]=2[C:5]([F:16])=[C:4]([F:17])[C:3]=1[F:18]. Given the reactants [F:1][C:2]1[C:3]([F:18])=[C:4]([F:17])[C:5]([F:16])=C2[C:11]=1[C:10]([F:12])=[C:9](F)[C:8]([F:14])=[C:7]2[F:15].[CH2:19](O)[CH3:20].O.[NH2:23][NH2:24], predict the reaction product. (2) Given the reactants [NH2:1][CH2:2][CH:3]([C:10]1([CH3:15])[O:14][CH2:13][CH2:12][O:11]1)[C:4]([O:6][CH2:7][CH:8]=[CH2:9])=[O:5].[F:16][C:17]1[CH:27]=[CH:26][CH:25]=[C:19]2[C:20]([O:22][C:23](=O)[C:18]=12)=[O:21], predict the reaction product. The product is: [F:16][C:17]1[CH:27]=[CH:26][CH:25]=[C:19]2[C:18]=1[C:23](=[O:22])[N:1]([CH2:2][CH:3]([C:10]1([CH3:15])[O:11][CH2:12][CH2:13][O:14]1)[C:4]([O:6][CH2:7][CH:8]=[CH2:9])=[O:5])[C:20]2=[O:21]. (3) The product is: [C:73]1([NH:72][C:11]([C:9]2[S:10][C:6]([CH2:1][CH2:2][CH2:3][CH2:4][CH3:5])=[C:7]([C:14]3[CH:19]=[CH:18][CH:17]=[CH:16][CH:15]=3)[N:8]=2)=[O:13])[CH:78]=[CH:77][CH:76]=[CH:75][CH:74]=1. Given the reactants [CH2:1]([C:6]1[S:10][C:9]([C:11]([OH:13])=O)=[N:8][C:7]=1[C:14]1[CH:19]=[CH:18][CH:17]=[CH:16][CH:15]=1)[CH2:2][CH2:3][CH2:4][CH3:5].C1C=NC2N(O)N=NC=2C=1.F[P-](F)(F)(F)(F)F.N1(O[P+](N2CCCC2)(N2CCCC2)N2CCCC2)C2N=CC=CC=2N=N1.C(N(C(C)C)CC)(C)C.[NH2:72][C:73]1[CH:78]=[CH:77][CH:76]=[CH:75][CH:74]=1, predict the reaction product. (4) Given the reactants CON(C)[C:4]([C:6]1[N:7]=[CH:8][N:9]([C:11]2[CH:12]=[C:13]([C:17]3[CH:22]=[CH:21][CH:20]=[C:19]([F:23])[C:18]=3[O:24][CH3:25])[CH:14]=[CH:15][CH:16]=2)[CH:10]=1)=[O:5].Br[C:28]1[CH:33]=[CH:32][C:31]([O:34][CH3:35])=[CH:30][CH:29]=1, predict the reaction product. The product is: [F:23][C:19]1[C:18]([O:24][CH3:25])=[C:17]([C:13]2[CH:14]=[CH:15][CH:16]=[C:11]([N:9]3[CH:10]=[C:6]([C:4]([C:28]4[CH:33]=[CH:32][C:31]([O:34][CH3:35])=[CH:30][CH:29]=4)=[O:5])[N:7]=[CH:8]3)[CH:12]=2)[CH:22]=[CH:21][CH:20]=1. (5) Given the reactants [CH2:1]([N:3]([CH2:20][CH3:21])[CH2:4][CH2:5][N:6]1[CH2:12][CH2:11][CH2:10][C:9]2[NH:13][C:14]([CH:17]=O)=[C:15]([CH3:16])[C:8]=2[C:7]1=[O:19])[CH3:2].[F:22][C:23]1[CH:24]=[C:25]2[C:29](=[CH:30][C:31]=1[NH:32][C:33](=[O:37])[CH2:34][O:35][CH3:36])[NH:28][C:27](=[O:38])[CH2:26]2, predict the reaction product. The product is: [CH2:1]([N:3]([CH2:20][CH3:21])[CH2:4][CH2:5][N:6]1[CH2:12][CH2:11][CH2:10][C:9]2[NH:13][C:14]([CH:17]=[C:26]3[C:25]4[C:29](=[CH:30][C:31]([NH:32][C:33](=[O:37])[CH2:34][O:35][CH3:36])=[C:23]([F:22])[CH:24]=4)[NH:28][C:27]3=[O:38])=[C:15]([CH3:16])[C:8]=2[C:7]1=[O:19])[CH3:2]. (6) Given the reactants [CH:1]1([C:4]2[CH:9]=[CH:8][CH:7]=[C:6]([CH3:10])[C:5]=2[CH:11]=[C:12](Br)Br)[CH2:3][CH2:2]1.[CH2:15]([NH2:18])[CH2:16][NH2:17], predict the reaction product. The product is: [CH:1]1([C:4]2[CH:9]=[CH:8][CH:7]=[C:6]([CH3:10])[C:5]=2[CH2:11][C:12]2[NH:17][CH2:16][CH2:15][N:18]=2)[CH2:3][CH2:2]1.